This data is from Full USPTO retrosynthesis dataset with 1.9M reactions from patents (1976-2016). The task is: Predict the reactants needed to synthesize the given product. (1) Given the product [Cl:1][C:2]1[N:7]=[C:6]2[N:8]([CH2:12][CH3:13])[N:9]=[C:10]([C:29]#[C:28][CH2:27][OH:34])[C:5]2=[C:4]([N:14]2[CH2:19][CH2:18][O:17][CH2:16][CH2:15]2)[N:3]=1, predict the reactants needed to synthesize it. The reactants are: [Cl:1][C:2]1[N:7]=[C:6]2[N:8]([CH2:12][CH3:13])[N:9]=[C:10](I)[C:5]2=[C:4]([N:14]2[CH2:19][CH2:18][O:17][CH2:16][CH2:15]2)[N:3]=1.C(N(CC)CC)C.[CH2:27](Cl)[C:28]#[CH:29].CN(C)C=[O:34]. (2) Given the product [C:56]([O:55][C:53]([NH:52][C@@H:48]1[CH2:49][CH2:50][CH2:51][N:46]([C:36]2[N:37]([CH2:38][C:39]3[CH:44]=[CH:43][CH:42]=[CH:41][C:40]=3[Cl:45])[C:33]3[C:31](=[O:32])[N:29]([CH3:30])[C:24]4[C:25]([C:34]=3[N:35]=2)=[CH:26][CH:27]=[CH:28][C:23]=4[C:22]([O:21][CH3:20])=[O:61])[CH2:47]1)=[O:54])([CH3:59])([CH3:58])[CH3:57], predict the reactants needed to synthesize it. The reactants are: C1(P(C2C=CC=CC=2)C2C=CC=CC=2)C=CC=CC=1.[CH3:20][O:21][C:22](=[O:61])[C:23]1[CH:28]=[CH:27][CH:26]=[CH:25][C:24]=1[N:29]([C:31]([C:33]1[N:37]([CH2:38][C:39]2[CH:44]=[CH:43][CH:42]=[CH:41][C:40]=2[Cl:45])[C:36]([N:46]2[CH2:51][CH2:50][CH2:49][C@@H:48]([NH:52][C:53]([O:55][C:56]([CH3:59])([CH3:58])[CH3:57])=[O:54])[CH2:47]2)=[N:35][C:34]=1I)=[O:32])[CH3:30]. (3) Given the product [NH2:24][C:20]1[CH:19]=[C:18]([C:16]2[CH2:15][C:14](=[O:27])[NH:13][C:12]3[CH:28]=[C:8]([C:5]4[CH:4]=[CH:3][C:2]([F:1])=[CH:7][CH:6]=4)[CH:9]=[CH:10][C:11]=3[N:17]=2)[CH:23]=[CH:22][CH:21]=1, predict the reactants needed to synthesize it. The reactants are: [F:1][C:2]1[CH:7]=[CH:6][C:5]([C:8]2[CH:9]=[CH:10][C:11]3[N:17]=[C:16]([C:18]4[CH:23]=[CH:22][CH:21]=[C:20]([N+:24]([O-])=O)[CH:19]=4)[CH2:15][C:14](=[O:27])[NH:13][C:12]=3[CH:28]=2)=[CH:4][CH:3]=1. (4) Given the product [SH:11][C:2]1([C:12]#[N:13])[CH:3]2[CH2:9][CH:7]3[CH2:6][CH:5]([CH2:10][CH:1]1[CH2:8]3)[CH2:4]2, predict the reactants needed to synthesize it. The reactants are: [CH:1]12[CH2:10][CH:5]3[CH2:6][CH:7]([CH2:9][CH:3]([CH2:4]3)[C:2]1=[S:11])[CH2:8]2.[C-:12]#[N:13].[Na+]. (5) The reactants are: [O:1]1[CH:5]=[N:4][N:3]=[C:2]1[C@H:6]1[N:16]2[C@@H:10]([S:11][CH2:12][CH2:13][C@H:14]([NH:18]C(=O)OC(C)(C)C)[C:15]2=[O:17])[CH2:9][CH2:8][CH2:7]1.[C:26]([OH:32])([C:28]([F:31])([F:30])[F:29])=[O:27]. Given the product [F:29][C:28]([F:31])([F:30])[C:26]([OH:32])=[O:27].[NH2:18][C@H:14]1[CH2:13][CH2:12][S:11][C@H:10]2[CH2:9][CH2:8][CH2:7][C@@H:6]([C:2]3[O:1][CH:5]=[N:4][N:3]=3)[N:16]2[C:15]1=[O:17], predict the reactants needed to synthesize it. (6) The reactants are: [Br:1][C:2]1[CH:7]=[C:6]([F:8])[CH:5]=[CH:4][C:3]=1[CH:9]1[C:14]([C:15]([O:17][CH2:18][CH3:19])=[O:16])=[C:13]([CH2:20]Br)[NH:12][C:11]([C:22]2[S:23][CH:24]=[CH:25][N:26]=2)=[N:10]1.Cl.[CH3:28][C:29]([CH:34]1[CH2:39][O:38][CH2:37][CH2:36][NH:35]1)([CH3:33])[C:30]([OH:32])=[O:31]. Given the product [Br:1][C:2]1[CH:7]=[C:6]([F:8])[CH:5]=[CH:4][C:3]=1[CH:9]1[N:10]=[C:11]([C:22]2[S:23][CH:24]=[CH:25][N:26]=2)[NH:12][C:13]([CH2:20][N:35]2[CH2:36][CH2:37][O:38][CH2:39][CH:34]2[C:29]([CH3:33])([CH3:28])[C:30]([OH:32])=[O:31])=[C:14]1[C:15]([O:17][CH2:18][CH3:19])=[O:16], predict the reactants needed to synthesize it. (7) Given the product [Cl:6][CH2:7][CH2:8][N:9]([CH2:22][CH2:23][Cl:24])[CH2:10][CH2:11][O:12][C:13]1[CH:18]=[CH:17][CH:16]=[C:15]([NH2:19])[CH:14]=1, predict the reactants needed to synthesize it. The reactants are: O.O.[Sn](Cl)Cl.[Cl:6][CH2:7][CH2:8][N:9]([CH2:22][CH2:23][Cl:24])[CH2:10][CH2:11][O:12][C:13]1[CH:18]=[CH:17][CH:16]=[C:15]([N+:19]([O-])=O)[CH:14]=1.[NH4+].[OH-]. (8) Given the product [F:15][C:16]1[CH:17]=[C:18]([CH:30]=[CH:31][CH:32]=1)[CH2:19][O:20][C:21]1[CH:29]=[CH:28][C:24]([C:25]([NH:8][C@@H:9]([C:10]([OH:12])([CH3:13])[CH3:11])[CH3:14])=[O:26])=[CH:23][N:22]=1, predict the reactants needed to synthesize it. The reactants are: C(O)(C(F)(F)F)=O.[NH2:8][C@H:9]([CH3:14])[C:10]([CH3:13])([OH:12])[CH3:11].[F:15][C:16]1[CH:17]=[C:18]([CH:30]=[CH:31][CH:32]=1)[CH2:19][O:20][C:21]1[CH:29]=[CH:28][C:24]([C:25](O)=[O:26])=[CH:23][N:22]=1.CN(C(ON1N=NC2C=CC=NC1=2)=[N+](C)C)C.F[P-](F)(F)(F)(F)F.C(N(CC)C(C)C)(C)C. (9) Given the product [Si:16]([O:15][C@@H:11]1[C@@H:12]([CH3:14])[CH2:13][N:8]([C:7]2[CH:6]=[CH:5][N:4]=[CH:3][C:2]=2[NH:1][C:42]([C:39]2[N:38]=[C:37]3[N:45]=[C:34]([CH:31]4[CH2:32][CH2:33]4)[S:35][C:36]3=[CH:41][CH:40]=2)=[O:43])[CH2:9][C@H:10]1[NH:23][C:24](=[O:30])[O:25][C:26]([CH3:29])([CH3:28])[CH3:27])([C:19]([CH3:22])([CH3:21])[CH3:20])([CH3:18])[CH3:17], predict the reactants needed to synthesize it. The reactants are: [NH2:1][C:2]1[CH:3]=[N:4][CH:5]=[CH:6][C:7]=1[N:8]1[CH2:13][C@H:12]([CH3:14])[C@@H:11]([O:15][Si:16]([C:19]([CH3:22])([CH3:21])[CH3:20])([CH3:18])[CH3:17])[C@H:10]([NH:23][C:24](=[O:30])[O:25][C:26]([CH3:29])([CH3:28])[CH3:27])[CH2:9]1.[CH:31]1([C:34]2[S:35][C:36]3[C:37]([N:45]=2)=[N:38][C:39]([C:42](O)=[O:43])=[CH:40][CH:41]=3)[CH2:33][CH2:32]1.CCN(C(C)C)C(C)C.CN(C(ON1N=NC2C=CC=NC1=2)=[N+](C)C)C.F[P-](F)(F)(F)(F)F.